Dataset: Full USPTO retrosynthesis dataset with 1.9M reactions from patents (1976-2016). Task: Predict the reactants needed to synthesize the given product. (1) Given the product [CH3:1][O:2][C:3]([C:4]1[CH:5]=[C:6]([C:17]2[CH:18]=[CH:19][C:20]([O:21][CH3:22])=[C:15]([F:14])[CH:16]=2)[C:7]([O:10][CH3:11])=[CH:8][CH:9]=1)=[O:13], predict the reactants needed to synthesize it. The reactants are: [CH3:1][O:2][C:3](=[O:13])[C:4]1[CH:9]=[CH:8][C:7]([O:10][CH3:11])=[C:6](Br)[CH:5]=1.[F:14][C:15]1[CH:16]=[C:17](B(O)O)[CH:18]=[CH:19][C:20]=1[O:21][CH3:22].C(=O)(O)[O-].[Na+].C1(C)C=CC=CC=1. (2) Given the product [ClH:24].[C:19]1([C:17]2[CH:16]=[N:15][C:13]3[CH2:14][NH:8][CH2:9][CH2:10][O:11][C:12]=3[N:18]=2)[CH2:23][CH2:22][CH2:21][CH:20]=1, predict the reactants needed to synthesize it. The reactants are: C([N:8]1[CH2:14][C:13]2[N:15]=[CH:16][C:17]([C:19]3[CH2:23][CH2:22][CH2:21][CH:20]=3)=[N:18][C:12]=2[O:11][CH2:10][CH2:9]1)C1C=CC=CC=1.[Cl:24]C(OC(Cl)C)=O. (3) Given the product [OH:13][C:8]1[CH:9]=[CH:10][C:11]([C:14]2([C:11]3[CH:10]=[CH:9][C:8]([OH:13])=[C:7]([C:1]4[CH:6]=[CH:5][CH:4]=[CH:3][CH:2]=4)[CH:12]=3)[C:15]3[C:16](=[CH:20][CH:21]=[CH:22][CH:23]=3)[C:17](=[O:18])[O:19]2)=[CH:12][C:7]=1[C:1]1[CH:2]=[CH:3][CH:4]=[CH:5][CH:6]=1, predict the reactants needed to synthesize it. The reactants are: [C:1]1([C:7]2[CH:12]=[CH:11][CH:10]=[CH:9][C:8]=2[OH:13])[CH:6]=[CH:5][CH:4]=[CH:3][CH:2]=1.[C:14]1(=O)[O:19][C:17](=[O:18])[C:16]2=[CH:20][CH:21]=[CH:22][CH:23]=[C:15]12. (4) The reactants are: [CH3:1][CH:2]1[C:7]([CH3:9])([OH:8])[CH:6]([OH:10])[CH:5]=[C:4]([C:11]2[CH:16]=[CH:15][N:14]=[CH:13][C:12]=2[N+:17]([O-:19])=[O:18])[O:3]1.N1C=CN=C1.[C:25]([Si:29](Cl)([CH3:31])[CH3:30])([CH3:28])([CH3:27])[CH3:26]. Given the product [Si:29]([O:10][CH:6]1[CH:5]=[C:4]([C:11]2[CH:16]=[CH:15][N:14]=[CH:13][C:12]=2[N+:17]([O-:19])=[O:18])[O:3][CH:2]([CH3:1])[C:7]1([CH3:9])[OH:8])([C:25]([CH3:28])([CH3:27])[CH3:26])([CH3:31])[CH3:30], predict the reactants needed to synthesize it.